From a dataset of Reaction yield outcomes from USPTO patents with 853,638 reactions. Predict the reaction yield, written as a fraction of the theoretical maximum amount of product (1.0 means a 100% yield; for example, 0.34 means a 34% yield). (1) The reactants are [OH:1][CH2:2][C@@H:3]1[O:7][C:6](=[O:8])[N:5]([C:9]2[CH:10]=[CH:11][C:12]3[C:18](=[O:19])[CH2:17][CH2:16][CH2:15][CH2:14][C:13]=3[CH:20]=2)[CH2:4]1.O[C:22]1[CH:26]=[CH:25][O:24][N:23]=1.C1COCC1.N(C(OC(C)C)=O)=NC(OC(C)C)=O. The catalyst is C(OCC)(=O)C. The product is [O:24]1[CH:25]=[CH:26][C:22]([O:1][CH2:2][C@@H:3]2[O:7][C:6](=[O:8])[N:5]([C:9]3[CH:10]=[CH:11][C:12]4[C:18](=[O:19])[CH2:17][CH2:16][CH2:15][CH2:14][C:13]=4[CH:20]=3)[CH2:4]2)=[N:23]1. The yield is 0.660. (2) The reactants are [F:1][C:2]1[CH:3]=[CH:4][C:5]([NH:8][NH2:9])=[N:6][CH:7]=1.[CH:10]([N:13]1[CH2:17][CH2:16][CH2:15][C@H:14]1[C:18](O)=[O:19])([CH3:12])[CH3:11].C(Cl)CCl.C1C=CC2N(O)N=NC=2C=1.O. The catalyst is CN(C=O)C. The product is [F:1][C:2]1[CH:3]=[CH:4][C:5]([NH:8][NH:9][C:18]([C@@H:14]2[CH2:15][CH2:16][CH2:17][N:13]2[CH:10]([CH3:12])[CH3:11])=[O:19])=[N:6][CH:7]=1. The yield is 0.830. (3) The reactants are [CH3:1][O:2][C:3]([C:5]1[S:6][C:7]([C:11]#[C:12][C:13]([CH3:16])([CH3:15])[CH3:14])=[CH:8][C:9]=1[NH2:10])=[O:4].CC1(C)C2C(=C(P(C3C=CC=CC=3)C3C=CC=CC=3)C=CC=2)OC2C(P(C3C=CC=CC=3)C3C=CC=CC=3)=CC=CC1=2.C(=O)([O-])[O-].[Cs+].[Cs+].Br[C:66]1[CH:78]=[CH:77][C:69]([O:70][C:71]2[CH:76]=[CH:75][CH:74]=[CH:73][N:72]=2)=[CH:68][CH:67]=1. The catalyst is C1(C)C=CC=CC=1.C(OCC)(=O)C.C([O-])(=O)C.[Pd+2].C([O-])(=O)C. The product is [CH3:1][O:2][C:3]([C:5]1[S:6][C:7]([C:11]#[C:12][C:13]([CH3:16])([CH3:15])[CH3:14])=[CH:8][C:9]=1[NH:10][C:66]1[CH:67]=[CH:68][C:69]([O:70][C:71]2[CH:76]=[CH:75][CH:74]=[CH:73][N:72]=2)=[CH:77][CH:78]=1)=[O:4]. The yield is 0.660.